From a dataset of Reaction yield outcomes from USPTO patents with 853,638 reactions. Predict the reaction yield, written as a fraction of the theoretical maximum amount of product (1.0 means a 100% yield; for example, 0.34 means a 34% yield). (1) The reactants are [CH:1]([C@H:4]1[C:8]([C:15]2[CH:20]=[CH:19][CH:18]=[CH:17][CH:16]=2)([C:9]2[CH:14]=[CH:13][CH:12]=[CH:11][CH:10]=2)[O:7][C:6](=[O:21])[NH:5]1)([CH3:3])[CH3:2].C([Li])CCC.[F:27][CH:28]([CH3:32])[C:29](Cl)=[O:30].[NH4+].[Cl-]. The catalyst is C1COCC1. The product is [F:27][CH:28]([CH3:32])[C:29]([N:5]1[C@@H:4]([CH:1]([CH3:3])[CH3:2])[C:8]([C:15]2[CH:16]=[CH:17][CH:18]=[CH:19][CH:20]=2)([C:9]2[CH:14]=[CH:13][CH:12]=[CH:11][CH:10]=2)[O:7][C:6]1=[O:21])=[O:30]. The yield is 0.842. (2) The reactants are [C:1]([O:5][C:6](=[O:12])[CH2:7][NH:8][CH2:9][CH2:10][OH:11])([CH3:4])([CH3:3])[CH3:2].[C:13]([O:28][C@H:29]([CH2:34][CH2:35][CH2:36][CH2:37][CH2:38][CH2:39][CH2:40][CH2:41][CH2:42][CH2:43][CH3:44])[CH2:30][C:31](O)=[O:32])(=[O:27])[CH2:14][CH2:15][CH2:16][CH2:17][CH2:18][CH2:19][CH2:20][CH2:21][CH2:22][CH2:23][CH2:24][CH2:25][CH3:26].C(Cl)CCl.CI. No catalyst specified. The product is [C:1]([O:5][C:6](=[O:12])[CH2:7][N:8]([CH2:9][CH2:10][OH:11])[C:31](=[O:32])[CH2:30][C@H:29]([O:28][C:13](=[O:27])[CH2:14][CH2:15][CH2:16][CH2:17][CH2:18][CH2:19][CH2:20][CH2:21][CH2:22][CH2:23][CH2:24][CH2:25][CH3:26])[CH2:34][CH2:35][CH2:36][CH2:37][CH2:38][CH2:39][CH2:40][CH2:41][CH2:42][CH2:43][CH3:44])([CH3:4])([CH3:2])[CH3:3]. The yield is 0.510. (3) The reactants are [C:1]([O:4][C:5]1[CH:10]=[CH:9][C:8]([C:11]2[N:12]=[C:13]([CH2:18][C:19]3[CH:24]=[CH:23][CH:22]=[CH:21][CH:20]=3)[C:14]([NH2:17])=[N:15][CH:16]=2)=[CH:7][CH:6]=1)(=[O:3])[CH3:2].[N+:25]([C:28]1[CH:33]=[CH:32][C:31]([S:34](Cl)(=[O:36])=[O:35])=[CH:30][CH:29]=1)([O-:27])=[O:26].C(=O)(O)[O-].[Na+]. The catalyst is N1C=CC=CC=1.CN(C)C1C=CN=CC=1. The product is [C:1]([O:4][C:5]1[CH:6]=[CH:7][C:8]([C:11]2[N:12]=[C:13]([CH2:18][C:19]3[CH:24]=[CH:23][CH:22]=[CH:21][CH:20]=3)[C:14]([N:17]([S:34]([C:31]3[CH:30]=[CH:29][C:28]([N+:25]([O-:27])=[O:26])=[CH:33][CH:32]=3)(=[O:35])=[O:36])[S:34]([C:31]3[CH:32]=[CH:33][C:28]([N+:25]([O-:27])=[O:26])=[CH:29][CH:30]=3)(=[O:36])=[O:35])=[N:15][CH:16]=2)=[CH:9][CH:10]=1)(=[O:3])[CH3:2]. The yield is 0.521. (4) The reactants are CC1(C)[O:6][C@H:5]([CH2:7][O:8][NH:9][C:10]([C:12]2[CH:13]=[CH:14][C:15]3[N:16]([CH:27]=[N:28][CH:29]=3)[C:17]=2[NH:18][C:19]2[CH:24]=[CH:23][C:22]([I:25])=[CH:21][C:20]=2[F:26])=[O:11])[CH2:4][O:3]1.CCN(CC)CC.C(#N)C.O. The catalyst is CO.ClCCl. The product is [OH:6][C@H:5]([CH2:4][OH:3])[CH2:7][O:8][NH:9][C:10]([C:12]1[CH:13]=[CH:14][C:15]2[N:16]([CH:27]=[N:28][CH:29]=2)[C:17]=1[NH:18][C:19]1[CH:24]=[CH:23][C:22]([I:25])=[CH:21][C:20]=1[F:26])=[O:11]. The yield is 0.230. (5) The reactants are [N:1]1([C:6]2[CH:11]=[CH:10][C:9](/[CH:12]=[CH:13]/[C:14]([C:20]3[CH:25]=[C:24]([Cl:26])[CH:23]=[C:22]([Cl:27])[CH:21]=3)([OH:19])[C:15]([F:18])([F:17])[F:16])=[CH:8][CH:7]=2)[CH:5]=[N:4][CH:3]=[N:2]1.[H-].[Na+].[CH3:30]I. The catalyst is C1COCC1. The product is [Cl:27][C:22]1[CH:21]=[C:20]([C:14]([O:19][CH3:30])([C:15]([F:18])([F:17])[F:16])/[CH:13]=[CH:12]/[C:9]2[CH:10]=[CH:11][C:6]([N:1]3[CH:5]=[N:4][CH:3]=[N:2]3)=[CH:7][CH:8]=2)[CH:25]=[C:24]([Cl:26])[CH:23]=1. The yield is 0.350. (6) The reactants are [O:1]1[CH:5]=[CH:4][N:3]=[C:2]1[C@H:6]([NH:8][C:9]([C:11]1[C:19]2[C:14](=[N:15][CH:16]=[C:17](Br)[N:18]=2)[N:13]([CH2:21][O:22][CH2:23][CH2:24][Si:25]([CH3:28])([CH3:27])[CH3:26])[CH:12]=1)=[O:10])[CH3:7].[F:29][C:30]1[CH:31]=[CH:32][C:33]2[N:34]([CH:36]=[N:37][C:38]=2[Sn](CCCC)(CCCC)CCCC)[CH:35]=1. The catalyst is CN(C=O)C.C1C=CC([P]([Pd]([P](C2C=CC=CC=2)(C2C=CC=CC=2)C2C=CC=CC=2)([P](C2C=CC=CC=2)(C2C=CC=CC=2)C2C=CC=CC=2)[P](C2C=CC=CC=2)(C2C=CC=CC=2)C2C=CC=CC=2)(C2C=CC=CC=2)C2C=CC=CC=2)=CC=1.[Cu]I. The product is [O:1]1[CH:5]=[CH:4][N:3]=[C:2]1[C@H:6]([NH:8][C:9]([C:11]1[C:19]2[C:14](=[N:15][CH:16]=[C:17]([C:38]3[N:37]=[CH:36][N:34]4[CH:35]=[C:30]([F:29])[CH:31]=[CH:32][C:33]=34)[N:18]=2)[N:13]([CH2:21][O:22][CH2:23][CH2:24][Si:25]([CH3:28])([CH3:27])[CH3:26])[CH:12]=1)=[O:10])[CH3:7]. The yield is 0.660.